This data is from Full USPTO retrosynthesis dataset with 1.9M reactions from patents (1976-2016). The task is: Predict the reactants needed to synthesize the given product. (1) Given the product [CH:12]([C:14]1[CH:19]=[C:18]([C:2]2[CH:9]=[C:8]([O:10][CH3:11])[CH:7]=[C:4]([C:5]#[N:6])[CH:3]=2)[CH:17]=[CH:16][CH:15]=1)=[O:13], predict the reactants needed to synthesize it. The reactants are: Br[C:2]1[CH:3]=[C:4]([CH:7]=[C:8]([O:10][CH3:11])[CH:9]=1)[C:5]#[N:6].[CH:12]([C:14]1[CH:15]=[C:16](B(O)O)[CH:17]=[CH:18][CH:19]=1)=[O:13]. (2) Given the product [NH2:38][C:39]1[CH:40]=[C:41]([F:56])[C:42]([F:55])=[C:43]([C@:45]2([CH2:53][F:54])[C@@H:51]3[C@@H:49]([CH2:50]3)[S:48][C:47]([NH2:52])=[N:46]2)[CH:44]=1, predict the reactants needed to synthesize it. The reactants are: C(OC(N(COCC[Si](C)(C)C)C1S[C@@]2(C(OC)=O)[C@@H]([C@](C3C=CC=C(F)C=3F)(CF)N=1)C2)=O)(C)(C)C.[NH2:38][C:39]1[CH:40]=[C:41]([F:56])[C:42]([F:55])=[C:43]([C@:45]2([CH2:53][F:54])[C@H:51]3[C@H:49]([CH2:50]3)[S:48][C:47]([NH2:52])=[N:46]2)[CH:44]=1.